This data is from Full USPTO retrosynthesis dataset with 1.9M reactions from patents (1976-2016). The task is: Predict the reactants needed to synthesize the given product. The reactants are: ClC1C=C(C=CC=1)C(OO)=[O:6].[OH:12][C:13]1[CH:18]=[CH:17][C:16]([C:19]2[CH:20]=[N:21][C:22]([N:25]3[C:33]4[C:28](=[CH:29][CH:30]=[C:31]([C:34]([N:36]5[CH2:41][CH2:40][O:39][CH2:38][CH2:37]5)=[O:35])[CH:32]=4)[C:27]([S:42][CH3:43])=[CH:26]3)=[N:23][CH:24]=2)=[CH:15][CH:14]=1. Given the product [OH:12][C:13]1[CH:18]=[CH:17][C:16]([C:19]2[CH:24]=[N:23][C:22]([N:25]3[C:33]4[C:28](=[CH:29][CH:30]=[C:31]([C:34]([N:36]5[CH2:41][CH2:40][O:39][CH2:38][CH2:37]5)=[O:35])[CH:32]=4)[C:27]([S:42]([CH3:43])=[O:6])=[CH:26]3)=[N:21][CH:20]=2)=[CH:15][CH:14]=1, predict the reactants needed to synthesize it.